This data is from Catalyst prediction with 721,799 reactions and 888 catalyst types from USPTO. The task is: Predict which catalyst facilitates the given reaction. (1) Reactant: [CH2:1]([NH:8][CH2:9][C:10]1[CH:15]=[CH:14][CH:13]=[CH:12][CH:11]=1)[C:2]1[CH:7]=[CH:6][CH:5]=[CH:4][CH:3]=1.[CH3:16][CH:17]([OH:19])[CH3:18].C([C@H]1OC1)Cl.[OH-].[K+]. Product: [CH2:9]([N:8]([CH2:1][C:2]1[CH:7]=[CH:6][CH:5]=[CH:4][CH:3]=1)[CH2:16][C@H:17]1[CH2:18][O:19]1)[C:10]1[CH:15]=[CH:14][CH:13]=[CH:12][CH:11]=1. The catalyst class is: 805. (2) Reactant: C([O:3][C:4](=O)[CH2:5][C:6]1[CH:7]=[CH:8][C:9]2[N:14]([CH3:15])[CH2:13][CH2:12][N:11](C(OC(C)(C)C)=O)[C:10]=2[N:23]=1)C.[Li+].[BH4-]. Product: [CH3:15][N:14]1[CH2:13][CH2:12][NH:11][C:10]2[N:23]=[C:6]([CH2:5][CH2:4][OH:3])[CH:7]=[CH:8][C:9]1=2. The catalyst class is: 1. (3) Reactant: [Cl:1][C:2]1[CH:3]=[C:4]([C:9]2([C:24]([F:27])([F:26])[F:25])[O:13][N:12]=[C:11]([C:14]3[CH:22]=[CH:21][C:17]([CH:18]=[N:19][OH:20])=[C:16]([CH3:23])[CH:15]=3)[CH2:10]2)[CH:5]=[C:6]([Cl:8])[CH:7]=1.ClN1C(=O)CCC1=O.[N:36]1[CH:41]=[CH:40][CH:39]=[CH:38][C:37]=1[CH2:42][NH2:43].C(N(CC)CC)C.[NH4+].[Cl-]. Product: [Cl:1][C:2]1[CH:3]=[C:4]([C:9]2([C:24]([F:25])([F:27])[F:26])[O:13][N:12]=[C:11]([C:14]3[CH:22]=[CH:21][C:17]([C:18]([NH:19][OH:20])=[N:43][CH2:42][C:37]4[CH:38]=[CH:39][CH:40]=[CH:41][N:36]=4)=[C:16]([CH3:23])[CH:15]=3)[CH2:10]2)[CH:5]=[C:6]([Cl:8])[CH:7]=1. The catalyst class is: 3. (4) Reactant: [O:1]=[C:2]1[CH2:7][O:6][C:5]2[N:8]=[C:9]([C:18]3[CH:23]=[CH:22][C:21]([C:24]4([NH:28]C(=O)OC(C)(C)C)[CH2:27][CH2:26][CH2:25]4)=[CH:20][CH:19]=3)[C:10]([C:12]3[CH:17]=[CH:16][CH:15]=[CH:14][CH:13]=3)=[CH:11][C:4]=2[N:3]1[CH2:36][C:37]1[N:38]=[CH:39][S:40][CH:41]=1. Product: [NH2:28][C:24]1([C:21]2[CH:22]=[CH:23][C:18]([C:9]3[C:10]([C:12]4[CH:13]=[CH:14][CH:15]=[CH:16][CH:17]=4)=[CH:11][C:4]4[N:3]([CH2:36][C:37]5[N:38]=[CH:39][S:40][CH:41]=5)[C:2](=[O:1])[CH2:7][O:6][C:5]=4[N:8]=3)=[CH:19][CH:20]=2)[CH2:25][CH2:26][CH2:27]1. The catalyst class is: 67. (5) Reactant: CN(/C=[N:5]/[S:6]([C:9]1[CH:14]=[CH:13][C:12]([N:15]2[C:19]([CH2:20][C:21]3[CH:26]=[CH:25][CH:24]=[C:23]([CH3:27])[CH:22]=3)=[N:18][C:17](/[CH:28]=[CH:29]/[C:30]3[CH:35]=[CH:34][CH:33]=[CH:32][N:31]=3)=[N:16]2)=[C:11]([F:36])[CH:10]=1)(=[O:8])=[O:7])C. Product: [F:36][C:11]1[CH:10]=[C:9]([S:6]([NH2:5])(=[O:8])=[O:7])[CH:14]=[CH:13][C:12]=1[N:15]1[C:19]([CH2:20][C:21]2[CH:26]=[CH:25][CH:24]=[C:23]([CH3:27])[CH:22]=2)=[N:18][C:17]([CH2:28][CH2:29][C:30]2[CH:35]=[CH:34][CH:33]=[CH:32][N:31]=2)=[N:16]1. The catalyst class is: 886. (6) Reactant: F[C:2]1[CH:7]=[CH:6][C:5]([N+:8]([O-:10])=[O:9])=[CH:4][CH:3]=1.[C:11]([N:14]1[CH2:19][CH2:18][NH:17][CH2:16][CH2:15]1)(=[O:13])[CH3:12]. Product: [N+:8]([C:5]1[CH:6]=[CH:7][C:2]([N:17]2[CH2:18][CH2:19][N:14]([C:11](=[O:13])[CH3:12])[CH2:15][CH2:16]2)=[CH:3][CH:4]=1)([O-:10])=[O:9]. The catalyst class is: 744.